This data is from Catalyst prediction with 721,799 reactions and 888 catalyst types from USPTO. The task is: Predict which catalyst facilitates the given reaction. (1) Reactant: [CH3:1][C:2]1([CH3:29])[CH2:11][C:10]2[C:5](=[CH:6][CH:7]=[C:8]([C:12]([O:14]C)=[O:13])[CH:9]=2)[NH:4][CH:3]1[C:16]1[CH:21]=[CH:20][CH:19]=[C:18]([C:22]([N:24]2[CH2:28][CH2:27][CH2:26][CH2:25]2)=[O:23])[CH:17]=1.[OH-].[Na+]. Product: [CH3:1][C:2]1([CH3:29])[CH2:11][C:10]2[C:5](=[CH:6][CH:7]=[C:8]([C:12]([OH:14])=[O:13])[CH:9]=2)[NH:4][CH:3]1[C:16]1[CH:21]=[CH:20][CH:19]=[C:18]([C:22]([N:24]2[CH2:28][CH2:27][CH2:26][CH2:25]2)=[O:23])[CH:17]=1. The catalyst class is: 5. (2) Reactant: [N:1]1([C:6]2[CH:7]=[C:8]([CH:14]=[CH:15][CH:16]=2)[O:9][CH2:10][C:11]([OH:13])=O)[CH:5]=[N:4][N:3]=[N:2]1.Cl.C(N=C=NCCCN(C)C)C.ON1C2C=CC=CC=2N=N1.CN1CCOCC1.[NH2:46][C:47]1[CH:48]=[CH:49][C:50]([Cl:57])=[C:51]([C:53]([F:56])([F:55])[F:54])[CH:52]=1. Product: [Cl:57][C:50]1[CH:49]=[CH:48][C:47]([NH:46][C:11](=[O:13])[CH2:10][O:9][C:8]2[CH:14]=[CH:15][CH:16]=[C:6]([N:1]3[CH:5]=[N:4][N:3]=[N:2]3)[CH:7]=2)=[CH:52][C:51]=1[C:53]([F:54])([F:55])[F:56]. The catalyst class is: 399. (3) Reactant: [Cl-].[OH:2][NH3+:3].C(=O)([O-])O.[Na+].[CH3:9][O:10][C:11]1[CH:19]=[C:18]2[C:14]([C:15]([CH2:26][C:27]3[N:32]=[C:31]([C:33](OC)=[O:34])[CH:30]=[CH:29][CH:28]=3)=[C:16]([C:20]3[CH:25]=[CH:24][CH:23]=[CH:22][CH:21]=3)[NH:17]2)=[CH:13][CH:12]=1. Product: [OH:2][NH:3][C:33]([C:31]1[CH:30]=[CH:29][CH:28]=[C:27]([CH2:26][C:15]2[C:14]3[C:18](=[CH:19][C:11]([O:10][CH3:9])=[CH:12][CH:13]=3)[NH:17][C:16]=2[C:20]2[CH:21]=[CH:22][CH:23]=[CH:24][CH:25]=2)[N:32]=1)=[O:34]. The catalyst class is: 58.